This data is from Reaction yield outcomes from USPTO patents with 853,638 reactions. The task is: Predict the reaction yield, written as a fraction of the theoretical maximum amount of product (1.0 means a 100% yield; for example, 0.34 means a 34% yield). The reactants are C(OC(=O)[NH:7][C:8]1[CH:13]=[CH:12][C:11]([C:14]2[N:18]=[C:17]([C:19]3[CH:24]=[CH:23][C:22]([O:25][C:26]([F:29])([F:28])[F:27])=[CH:21][CH:20]=3)[O:16][N:15]=2)=[CH:10][CH:9]=1)(C)(C)C.C(OC(=O)NC1C=CC(C(=N)NO)=CC=1)(C)(C)C.FC(F)(F)OC1C=CC(C=O)=CC=1. The catalyst is C(O)(=O)C.C(Cl)(Cl)Cl. The product is [F:29][C:26]([F:27])([F:28])[O:25][C:22]1[CH:21]=[CH:20][C:19]([C:17]2[O:16][N:15]=[C:14]([C:11]3[CH:12]=[CH:13][C:8]([NH2:7])=[CH:9][CH:10]=3)[N:18]=2)=[CH:24][CH:23]=1. The yield is 0.150.